This data is from Experimentally validated miRNA-target interactions with 360,000+ pairs, plus equal number of negative samples. The task is: Binary Classification. Given a miRNA mature sequence and a target amino acid sequence, predict their likelihood of interaction. (1) The miRNA is dme-miR-4-3p with sequence AUAAAGCUAGACAACCAUUGA. The protein sequence of the target gene is MAQRQPHSPNQTLISITNDTESSSSVVSNDNTNKGWSGDNSPGIEALCAIYITYAVIISVGILGNAILIKVFFKTKSMQTVPNIFITSLAFGDLLLLLTCVPVDATHYLAEGWLFGRIGCKVLSFIRLTSVGVSVFTLTILSADRYKAVVKPLERQPSNAILKTCVKAGCVWIVSMIFALPEAIFSNVYTFRDPNKNMTFESCTSYPVSKKLLQEIHSLLCFLVFYIIPLSIISVYYSLIARTLYKSTLNIPTEEQSHARKQIESRKRIARTVLVLVALFALCWLPNHLLYLYHSFTSQT.... Result: 0 (no interaction). (2) The miRNA is hsa-miR-7705 with sequence AAUAGCUCAGAAUGUCAGUUCUG. The protein sequence of the target gene is MAAGSRTSLLLAFALLCLPWLQEAGAVQTVPLSRLFKEAMLQAHRAHQLAIDTYQEFISSWGMEAYITKEQKYSFLHDSQTSFCFSDSIPTSSNMEETQQKSNLELLHISLLLIESRLEPVRFLRSTFTNNLVYDTSDSDDYHLLKDLEEGIQMLMGRLEDGSHLTGQTLKQTYSKFDTNSHNHDALLKNYGLLHCFRKDMDKVETFLRMVQCRSVEGSCGF. Result: 0 (no interaction). (3) The miRNA is hsa-miR-8069 with sequence GGAUGGUUGGGGGCGGUCGGCGU. The protein sequence of the target gene is MAKEGVEKAEETEQMIEKETSKEPAEGGDGSHRLGDAQEMRAVVLAGFGGLNKLRLSRKAMPEPQDGELKIRVKACGLNFIDLMVRQGNIDNPPKTPLVPGFECSGIVEALGDSVKGYEIGDRVMAFVNYNAWAEVVCTPVEFVYKIPDDMSFSEAAAFPMNFVTAYTMLFEIANLREGMSVLVHSAGGGVGQAVAQLCSTVPNVTVFGTASTFKHEAIKDSVTHLFDRNADYVQEVKRISAEGVDIVLDCLCGDNTGKGLSLLKPLGTYILYGSSNMVTGETKSFFSFAKSWWQVEKVN.... Result: 0 (no interaction).